This data is from Forward reaction prediction with 1.9M reactions from USPTO patents (1976-2016). The task is: Predict the product of the given reaction. (1) Given the reactants O1CCCCC1[O:7][CH2:8][CH2:9][CH2:10][N:11]1[CH:16]=[CH:15][CH:14]=[CH:13][C:12]1=[O:17].O, predict the reaction product. The product is: [OH:7][CH2:8][CH2:9][CH2:10][N:11]1[CH:16]=[CH:15][CH:14]=[CH:13][C:12]1=[O:17]. (2) Given the reactants [Br:1][C:2]1[C:3]([OH:12])=[C:4](CC#N)[CH:5]=[C:6]([Br:8])[CH:7]=1.S(=O)(=O)(O)O.[C:18]([OH:21])(=[O:20])[CH3:19], predict the reaction product. The product is: [Br:1][C:2]1[C:3]([OH:12])=[C:4]([CH2:19][C:18]([OH:21])=[O:20])[CH:5]=[C:6]([Br:8])[CH:7]=1. (3) Given the reactants FC(F)(F)C(O)=O.C(O[C:13](=[O:24])[NH:14][C:15]1[CH:20]=[CH:19][N:18]=[C:17]([C:21](=[O:23])[CH3:22])[CH:16]=1)(C)(C)C.ClC(OC1C=CC=CC=1)=O.[CH3:35][C@H:36]1[CH2:41][NH:40][C@H:39]([CH3:42])[CH2:38][N:37]1[C:43]1[CH:50]=[CH:49][C:46]([C:47]#[N:48])=[C:45]([C:51]([F:54])([F:53])[F:52])[CH:44]=1, predict the reaction product. The product is: [C:21]([C:17]1[CH:16]=[C:15]([NH:14][C:13]([N:40]2[CH2:41][C@H:36]([CH3:35])[N:37]([C:43]3[CH:50]=[CH:49][C:46]([C:47]#[N:48])=[C:45]([C:51]([F:53])([F:52])[F:54])[CH:44]=3)[CH2:38][C@H:39]2[CH3:42])=[O:24])[CH:20]=[CH:19][N:18]=1)(=[O:23])[CH3:22]. (4) Given the reactants CC[C@@H]([C@H](NC([C@@H](NC([C@@H](NC([C@@H](N)C)=O)C)=O)CO)=O)C(N[C@H](C(N[C@H](C(N[C@H](C(N[C@H](C(N[C@H](C(N[C@H](C(N[C@H](C(N[C@H:56]([C:64](O)=O)[CH2:57][CH2:58][CH2:59][N:60]=[C:61]([NH2:63])N)=O)CC(O)=O)=O)C)=O)CO)=O)C(C)C)=O)C)=O)C(C)C)=O)CCCCN)=O)C.CC1C=[CH:89][N:88]=CN=1.[CH3:91][C:92]1[CH:93]=[C:94]([CH:99]=[CH:100][CH:101]=1)C(OC)=O.FC1C=CC(C(CC2C=C[N:113]=CC=2)=O)=CC=1, predict the reaction product. The product is: [CH3:91][C:92]1[CH:93]=[C:94]([C:64]2[C:56]([C:57]3[CH:58]=[CH:59][N:60]=[CH:61][N:63]=3)=[CH:89][NH:88][N:113]=2)[CH:99]=[CH:100][CH:101]=1. (5) Given the reactants [CH3:1][O:2][C:3]1[CH:4]=[C:5]([CH:47]=[CH:48][C:49]=1[O:50][CH3:51])[CH2:6][NH:7][C:8](=[O:46])[C:9]1[CH:14]=[CH:13][C:12]([CH2:15][NH:16][C:17](=[O:45])[CH2:18][C:19]2[CH:24]=[CH:23][CH:22]=[C:21]([CH2:25][CH:26]([NH:28][CH2:29][C@@H:30]([C:32]3[CH:33]=[N:34][C:35]([N:38]4C(C)=CC=C4C)=[CH:36][CH:37]=3)[OH:31])[CH3:27])[CH:20]=2)=[CH:11][CH:10]=1.Cl.NO, predict the reaction product. The product is: [NH3:7].[NH2:38][C:35]1[N:34]=[CH:33][C:32]([C@@H:30]([OH:31])[CH2:29][NH:28][CH:26]([CH3:27])[CH2:25][C:21]2[CH:20]=[C:19]([CH2:18][C:17]([NH:16][CH2:15][C:12]3[CH:13]=[CH:14][C:9]([C:8]([NH:7][CH2:6][C:5]4[CH:47]=[CH:48][C:49]([O:50][CH3:51])=[C:3]([O:2][CH3:1])[CH:4]=4)=[O:46])=[CH:10][CH:11]=3)=[O:45])[CH:24]=[CH:23][CH:22]=2)=[CH:37][CH:36]=1. (6) The product is: [CH3:1][O:2][C:3]1[CH:8]=[CH:7][C:6]([CH2:9][C:10]([N:14]([CH3:15])[CH3:13])=[O:12])=[CH:5][CH:4]=1. Given the reactants [CH3:1][O:2][C:3]1[CH:8]=[CH:7][C:6]([CH2:9][C:10]([OH:12])=O)=[CH:5][CH:4]=1.[CH3:13][NH:14][CH3:15], predict the reaction product. (7) Given the reactants [C:1]([O:7][CH2:8][C:9]([C:40]([O:42][CH2:43][CH3:44])=[O:41])([C:35]([O:37][CH2:38][CH3:39])=[O:36])[CH2:10][O:11]C(C1C=CC=CC=1)(C1C=CC(OC)=CC=1)C1C=CC(OC)=CC=1)(=[O:6])[C:2]([CH3:5])([CH3:4])[CH3:3].C(O)(C(F)(F)F)=O.N1C=CC=CC=1, predict the reaction product. The product is: [C:1]([O:7][CH2:8][C:9]([C:35]([O:37][CH2:38][CH3:39])=[O:36])([C:40]([O:42][CH2:43][CH3:44])=[O:41])[CH2:10][OH:11])(=[O:6])[C:2]([CH3:3])([CH3:5])[CH3:4].